Dataset: Catalyst prediction with 721,799 reactions and 888 catalyst types from USPTO. Task: Predict which catalyst facilitates the given reaction. (1) Reactant: [C:1]([O:5][C:6](=[O:17])[NH:7][C@@H:8]1[CH2:10][C@H:9]1[C:11]1[S:12][CH:13]=[C:14](Br)[CH:15]=1)([CH3:4])([CH3:3])[CH3:2].C(N(CC)CC)C. Product: [C:1]([O:5][C:6]([NH:7][C@@H:8]1[CH2:10][C@H:9]1[C:11]1[S:12][CH:13]=[C:14]([C:6]([O:5][CH3:1])=[O:17])[CH:15]=1)=[O:17])([CH3:4])([CH3:3])[CH3:2]. The catalyst class is: 5. (2) Reactant: [CH2:1]([O:8][C:9](=[O:12])[CH2:10]Br)[C:2]1[CH:7]=[CH:6][CH:5]=[CH:4][CH:3]=1.[C:13]([O:17][C:18](=[O:22])[CH2:19][CH2:20][NH2:21])([CH3:16])([CH3:15])[CH3:14]. Product: [C:13]([O:17][C:18](=[O:22])[CH2:19][CH2:20][NH:21][CH2:10][C:9]([O:8][CH2:1][C:2]1[CH:7]=[CH:6][CH:5]=[CH:4][CH:3]=1)=[O:12])([CH3:16])([CH3:15])[CH3:14]. The catalyst class is: 10. (3) Reactant: [C:1]([N:4]1[C:13]2[C:8](=[CH:9][C:10](Br)=[CH:11][CH:12]=2)[N:7]([C:15]([O:17][CH2:18][CH:19]2[CH2:21][CH2:20]2)=[O:16])[CH2:6][C@@H:5]1[CH3:22])(=[O:3])[CH3:2].CC1(C)OB([C:29]2[CH:30]=[N:31][N:32](C(OC(C)(C)C)=O)[CH:33]=2)OC1(C)C.C(=O)([O-])[O-].[Na+].[Na+].O1CCOCC1. Product: [C:1]([N:4]1[C:13]2[C:8](=[CH:9][C:10]([C:29]3[CH:30]=[N:31][NH:32][CH:33]=3)=[CH:11][CH:12]=2)[N:7]([C:15]([O:17][CH2:18][CH:19]2[CH2:21][CH2:20]2)=[O:16])[CH2:6][C@@H:5]1[CH3:22])(=[O:3])[CH3:2]. The catalyst class is: 6. (4) Reactant: [CH3:1][C:2]1[CH:11]=[C:10]2[C:5]([CH:6]=[CH:7][C:8]([N:12]3[CH2:17][CH2:16][NH:15][CH2:14][C:13]3=[O:18])=[N:9]2)=[CH:4][C:3]=1[C:19]#[N:20].[CH3:21][C:22]1[C:30]2[CH2:29][O:28][C:27](=[O:31])[C:26]=2[CH:25]=[CH:24][C:23]=1[C@@H:32]1[CH2:34][O:33]1. Product: [OH:33][C@H:32]([C:23]1[CH:24]=[CH:25][C:26]2[C:27](=[O:31])[O:28][CH2:29][C:30]=2[C:22]=1[CH3:21])[CH2:34][N:15]1[CH2:16][CH2:17][N:12]([C:8]2[CH:7]=[CH:6][C:5]3[C:10](=[CH:11][C:2]([CH3:1])=[C:3]([C:19]#[N:20])[CH:4]=3)[N:9]=2)[C:13](=[O:18])[CH2:14]1. The catalyst class is: 14. (5) Reactant: [F:1][C:2]([F:14])([F:13])[C:3]1[CH:4]=[C:5]([CH2:9][C:10](O)=[O:11])[CH:6]=[CH:7][CH:8]=1.C(Cl)(=O)C([Cl:18])=O. Product: [F:1][C:2]([F:14])([F:13])[C:3]1[CH:4]=[C:5]([CH2:9][C:10]([Cl:18])=[O:11])[CH:6]=[CH:7][CH:8]=1. The catalyst class is: 59.